This data is from Forward reaction prediction with 1.9M reactions from USPTO patents (1976-2016). The task is: Predict the product of the given reaction. (1) The product is: [C:1]([C:5]1[CH:30]=[CH:29][C:8]([C:9]([NH:11][C:12]2[CH:17]=[CH:16][N:15]=[CH:14][C:13]=2[NH:18][C:19](=[O:28])[C:20]2[CH:21]=[CH:22][C:23]([O:26][CH3:27])=[CH:24][CH:25]=2)=[O:10])=[C:7]([O:31][CH:32]2[CH2:37][CH2:36][N:35]([CH2:38][C:39]3[CH:44]=[CH:43][CH:42]=[CH:41][CH:40]=3)[CH2:34][CH2:33]2)[CH:6]=1)([CH3:4])([CH3:2])[CH3:3]. Given the reactants [C:1]([C:5]1[CH:30]=[CH:29][C:8]([C:9]([NH:11][C:12]2[CH:17]=[CH:16][N:15]=[CH:14][C:13]=2[NH:18][C:19](=[O:28])[C:20]2[CH:25]=[CH:24][C:23]([O:26][CH3:27])=[CH:22][CH:21]=2)=[O:10])=[C:7]([O:31][CH:32]2[CH2:37][CH2:36][NH:35][CH2:34][CH2:33]2)[CH:6]=1)([CH3:4])([CH3:3])[CH3:2].[CH:38](=O)[C:39]1[CH:44]=[CH:43][CH:42]=[CH:41][CH:40]=1, predict the reaction product. (2) Given the reactants [CH3:1][C:2]1[CH:3]=[CH:4][C:5]2[NH:10][C:9](=O)[CH:8]([C:12]3[CH:17]=[CH:16][CH:15]=[CH:14][CH:13]=3)[O:7][C:6]=2[CH:18]=1.B.CSC.Cl.[OH-].[Na+], predict the reaction product. The product is: [CH3:1][C:2]1[CH:3]=[CH:4][C:5]2[NH:10][CH2:9][CH:8]([C:12]3[CH:17]=[CH:16][CH:15]=[CH:14][CH:13]=3)[O:7][C:6]=2[CH:18]=1. (3) The product is: [Br:1][C:2]1[C:18]([OH:19])=[C:17]([I:27])[C:5]2[CH2:6][CH2:7][N:8]([C:11](=[O:16])[C:12]([F:15])([F:14])[F:13])[CH2:9][CH2:10][C:4]=2[CH:3]=1. Given the reactants [Br:1][C:2]1[C:18]([OH:19])=[CH:17][C:5]2[CH2:6][CH2:7][N:8]([C:11](=[O:16])[C:12]([F:15])([F:14])[F:13])[CH2:9][CH2:10][C:4]=2[CH:3]=1.C1C(=O)N([I:27])C(=O)C1, predict the reaction product. (4) The product is: [CH:4]([C:5]1[O:9][CH:8]=[C:7]([B:14]([OH:19])[OH:15])[CH:6]=1)=[O:3]. Given the reactants C([O:3][CH:4](OCC)[C:5]1[O:9][CH:8]=[C:7](I)[CH:6]=1)C.[B:14](OC(C)C)([O:19]C(C)C)[O:15]C(C)C.C1COCC1.C([Li])CCC, predict the reaction product. (5) Given the reactants [Cl:1][C:2]1[CH:7]=[CH:6][C:5]([CH:8]([NH2:14])[CH:9]([NH2:13])[CH2:10][CH2:11][CH3:12])=[CH:4][CH:3]=1.Cl.[CH:16]([O:19][C:20]1[CH:30]=[C:29]([O:31][CH3:32])[CH:28]=[CH:27][C:21]=1[C:22](=N)OCC)([CH3:18])[CH3:17].ClC1C=CC(C2NC(C3C=CC(OC)=CC=3OCC)=NC2CC2CCCC2)=CC=1, predict the reaction product. The product is: [Cl:1][C:2]1[CH:3]=[CH:4][C:5]([CH:8]2[NH:14][C:22]([C:21]3[CH:27]=[CH:28][C:29]([O:31][CH3:32])=[CH:30][C:20]=3[O:19][CH:16]([CH3:18])[CH3:17])=[N:13][CH:9]2[CH2:10][CH2:11][CH3:12])=[CH:6][CH:7]=1. (6) Given the reactants [NH:1]1[C:5]2=[N:6][CH:7]=[C:8]([C:10]([OH:12])=O)[CH:9]=[C:4]2[CH:3]=[CH:2]1.Cl.[CH3:14][N:15](C)CCCN=C=NCC.C(N(CC)C(C)C)(C)C.ON1C2C=CC=CC=2N=N1.[Cl-].C[NH3+].C(N(CC)CC)C, predict the reaction product. The product is: [CH3:14][NH:15][C:10]([C:8]1[CH:9]=[C:4]2[CH:3]=[CH:2][NH:1][C:5]2=[N:6][CH:7]=1)=[O:12]. (7) Given the reactants [Br:1][C:2]1[CH:3]=[CH:4][C:5]([N:8]2[CH:12]=[C:11]([CH2:13][CH2:14][CH2:15][OH:16])[C:10]([C:17]([CH3:20])([CH3:19])[CH3:18])=[N:9]2)=[N:6][CH:7]=1.O[C:22]1[C:27]([CH3:28])=[CH:26][CH:25]=[CH:24][C:23]=1[CH2:29][C:30]([O:32]C)=[O:31].C(P(CCCC)CCCC)CCC.N(C(N1CCCCC1)=O)=NC(N1CCCCC1)=O, predict the reaction product. The product is: [Br:1][C:2]1[CH:3]=[CH:4][C:5]([N:8]2[CH:12]=[C:11]([CH2:13][CH2:14][CH2:15][O:16][C:22]3[C:27]([CH3:28])=[CH:26][CH:25]=[CH:24][C:23]=3[CH2:29][C:30]([OH:32])=[O:31])[C:10]([C:17]([CH3:20])([CH3:19])[CH3:18])=[N:9]2)=[N:6][CH:7]=1.